This data is from Forward reaction prediction with 1.9M reactions from USPTO patents (1976-2016). The task is: Predict the product of the given reaction. (1) Given the reactants Br[C:2]1[C:7]([CH2:8][CH3:9])=[N:6][C:5]([N:10]2[CH2:14][CH2:13][CH2:12][C@@H:11]2[CH2:15][O:16][CH3:17])=[C:4]([CH2:18][CH3:19])[N:3]=1.[Cl:20][C:21]1[CH:26]=[C:25]([Cl:27])[CH:24]=[CH:23][C:22]=1B(O)O.C([O-])([O-])=O.[Na+].[Na+].C1C=CC=CC=1, predict the reaction product. The product is: [Cl:20][C:21]1[CH:26]=[C:25]([Cl:27])[CH:24]=[CH:23][C:22]=1[C:2]1[C:7]([CH2:8][CH3:9])=[N:6][C:5]([N:10]2[CH2:14][CH2:13][CH2:12][C@@H:11]2[CH2:15][O:16][CH3:17])=[C:4]([CH2:18][CH3:19])[N:3]=1. (2) Given the reactants C([N:8]1[C@@H:13]2[C@H:14]([C:16]([O:18][C:19]([CH3:22])([CH3:21])[CH3:20])=[O:17])[CH2:15][C@@:9]1([C:39]1[CH:44]=[CH:43][CH:42]=[CH:41][CH:40]=1)[C@H:10]([O:23][CH2:24][C:25]1[CH:30]=[C:29]([C:31]([F:34])([F:33])[F:32])[CH:28]=[C:27]([C:35]([F:38])([F:37])[F:36])[CH:26]=1)[CH2:11][CH2:12]2)C1C=CC=CC=1, predict the reaction product. The product is: [F:37][C:35]([F:36])([F:38])[C:27]1[CH:26]=[C:25]([CH2:24][O:23][C@@H:10]2[CH2:11][CH2:12][C@@H:13]3[NH:8][C@@:9]2([C:39]2[CH:40]=[CH:41][CH:42]=[CH:43][CH:44]=2)[CH2:15][C@H:14]3[C:16]([O:18][C:19]([CH3:22])([CH3:21])[CH3:20])=[O:17])[CH:30]=[C:29]([C:31]([F:32])([F:33])[F:34])[CH:28]=1. (3) Given the reactants N1C=CN=C1.Cl[CH2:7][CH2:8][CH2:9][C:10]([C:12]1[CH:13]=[C:14]2[C:18](=[CH:19][CH:20]=1)[NH:17][C:16](=[O:21])[C:15]2=[C:22]1[CH:31]=[CH:30][C:29]2[C:24](=[CH:25][CH:26]=[CH:27][CH:28]=2)[NH:23]1)=[O:11].CN(C=[O:36])C, predict the reaction product. The product is: [OH:36][CH2:7][CH2:8][CH2:9][C:10]([C:12]1[CH:13]=[C:14]2[C:18](=[CH:19][CH:20]=1)[NH:17][C:16](=[O:21])[C:15]2=[C:22]1[CH:31]=[CH:30][C:29]2[C:24](=[CH:25][CH:26]=[CH:27][CH:28]=2)[NH:23]1)=[O:11]. (4) Given the reactants [Cl:1][C:2]1[CH:7]=[CH:6][C:5]([N:8]2[C:13](=[O:14])[C:12]3[CH:15]=[N:16][N:17]([C:18]4[CH:23]=[CH:22][CH:21]=[C:20]([S:24]([CH3:27])(=[O:26])=[O:25])[CH:19]=4)[C:11]=3[N:10]=[C:9]2[C:28]2[CH:33]=[CH:32][C:31](B3OC(C)(C)C(C)(C)O3)=[CH:30][CH:29]=2)=[CH:4][CH:3]=1.[NH2:43][C:44]1[CH:49]=[N:48][C:47](Br)=[CH:46][N:45]=1.C(=O)([O-])[O-].[Cs+].[Cs+], predict the reaction product. The product is: [NH2:43][C:44]1[N:45]=[CH:46][C:47]([C:31]2[CH:32]=[CH:33][C:28]([C:9]3[N:8]([C:5]4[CH:6]=[CH:7][C:2]([Cl:1])=[CH:3][CH:4]=4)[C:13](=[O:14])[C:12]4[CH:15]=[N:16][N:17]([C:18]5[CH:23]=[CH:22][CH:21]=[C:20]([S:24]([CH3:27])(=[O:26])=[O:25])[CH:19]=5)[C:11]=4[N:10]=3)=[CH:29][CH:30]=2)=[N:48][CH:49]=1. (5) Given the reactants [Cl-].[CH3:2][O:3][CH2:4][P+](C1C=CC=CC=1)(C1C=CC=CC=1)C1C=CC=CC=1.O1CCCC1.[F:29][C:30]1[CH:35]=[C:34]([O:36][CH3:37])[C:33]([F:38])=[CH:32][C:31]=1[N:39]1[CH2:44][CH2:43][C:42](=O)[CH2:41][CH2:40]1, predict the reaction product. The product is: [F:29][C:30]1[CH:35]=[C:34]([O:36][CH3:37])[C:33]([F:38])=[CH:32][C:31]=1[N:39]1[CH2:44][CH2:43][C:42](=[CH:2][O:3][CH3:4])[CH2:41][CH2:40]1. (6) Given the reactants [CH3:1][O:2][C:3]1[CH:8]=[CH:7][C:6]([NH:9][S:10]([C:13]2[CH:18]=[CH:17][CH:16]=[C:15]([O:19][C:20]([F:23])([F:22])[F:21])[CH:14]=2)(=[O:12])=[O:11])=[CH:5][C:4]=1[CH:24]1[CH2:28][CH2:27][N:26]([C:29](=O)[CH2:30][CH3:31])[CH2:25]1.Cl, predict the reaction product. The product is: [CH3:1][O:2][C:3]1[CH:8]=[CH:7][C:6]([NH:9][S:10]([C:13]2[CH:18]=[CH:17][CH:16]=[C:15]([O:19][C:20]([F:22])([F:23])[F:21])[CH:14]=2)(=[O:12])=[O:11])=[CH:5][C:4]=1[CH:24]1[CH2:28][CH2:27][N:26]([CH2:29][CH2:30][CH3:31])[CH2:25]1. (7) The product is: [I-:19].[Br:1][C:2]1[CH:3]=[CH:4][CH:5]=[C:6]2[C:10]=1[NH:9][C:8]([C:11]([O:13][CH2:14][CH3:15])=[O:12])=[C:7]2[CH2:16][CH2:17][CH2:18][P+:26]([C:27]1[CH:28]=[CH:29][CH:30]=[CH:31][CH:32]=1)([C:33]1[CH:38]=[CH:37][CH:36]=[CH:35][CH:34]=1)[C:20]1[CH:21]=[CH:22][CH:23]=[CH:24][CH:25]=1. Given the reactants [Br:1][C:2]1[CH:3]=[CH:4][CH:5]=[C:6]2[C:10]=1[NH:9][C:8]([C:11]([O:13][CH2:14][CH3:15])=[O:12])=[C:7]2[CH2:16][CH2:17][CH2:18][I:19].[C:20]1([P:26]([C:33]2[CH:38]=[CH:37][CH:36]=[CH:35][CH:34]=2)[C:27]2[CH:32]=[CH:31][CH:30]=[CH:29][CH:28]=2)[CH:25]=[CH:24][CH:23]=[CH:22][CH:21]=1, predict the reaction product. (8) Given the reactants [Cl:1][C:2]1[CH:7]=[C:6]([C:8]2[C:16]3[C:11](=[N:12][CH:13]=[CH:14][CH:15]=3)[N:10](S(C3C=CC=CC=3)(=O)=[O:18])[CH:9]=2)[N:5]=[C:4]([NH:26][CH:27]2[CH2:32][CH2:31][CH2:30][CH:29]([NH2:33])[CH2:28]2)[N:3]=1.[CH:34]1([C:37](Cl)=[O:38])[CH2:36][CH2:35]1.CCN(C(C)C)C(C)C, predict the reaction product. The product is: [C:37]([O-:38])(=[O:18])[CH3:34].[NH4+:3].[Cl:1][C:2]1[CH:7]=[C:6]([C:8]2[C:16]3[C:11](=[N:12][CH:13]=[CH:14][CH:15]=3)[NH:10][CH:9]=2)[N:5]=[C:4]([NH:26][CH:27]2[CH2:32][CH2:31][CH2:30][CH:29]([NH:33][C:37]([CH:34]3[CH2:36][CH2:35]3)=[O:38])[CH2:28]2)[N:3]=1.